From a dataset of Full USPTO retrosynthesis dataset with 1.9M reactions from patents (1976-2016). Predict the reactants needed to synthesize the given product. (1) Given the product [C:24]([O:28][C:29](=[O:38])[NH:30][C:31]1[CH:36]=[CH:35][CH:34]=[CH:33][C:32]=1[NH:37][C:21](=[O:23])/[CH:20]=[CH:19]/[C:12]1[N:13]2[CH:18]=[CH:17][CH:16]=[CH:15][C:14]2=[N:10][CH:11]=1)([CH3:27])([CH3:25])[CH3:26], predict the reactants needed to synthesize it. The reactants are: C(N(C(C)C)CC)(C)C.[N:10]1[CH:11]=[C:12](/[CH:19]=[CH:20]/[C:21]([OH:23])=O)[N:13]2[CH:18]=[CH:17][CH:16]=[CH:15][C:14]=12.[C:24]([O:28][C:29](=[O:38])[NH:30][C:31]1[CH:36]=[CH:35][CH:34]=[CH:33][C:32]=1[NH2:37])([CH3:27])([CH3:26])[CH3:25].F[P-](F)(F)(F)(F)F.N1(OC(N(C)C)=[N+](C)C)C2N=CC=CC=2N=N1. (2) Given the product [F:1][C:2]1[CH:9]=[CH:8][CH:7]=[CH:6][C:3]=1[C:4]1[N:25]([C:22]2[CH:23]=[CH:24][C:19]([S:16]([NH2:15])(=[O:17])=[O:18])=[CH:20][CH:21]=2)[C:11]([CH3:10])=[CH:12][CH:13]=1, predict the reactants needed to synthesize it. The reactants are: [F:1][C:2]1[CH:9]=[CH:8][CH:7]=[CH:6][C:3]=1[CH:4]=O.[CH3:10][C:11](=O)[CH:12]=[CH2:13].[NH2:15][S:16]([C:19]1[CH:24]=[CH:23][C:22]([NH2:25])=[CH:21][CH:20]=1)(=[O:18])=[O:17]. (3) The reactants are: [CH3:1][C:2]([N+:13]([O-])=O)([CH3:12])[CH2:3][C:4]([C:6]1[CH:11]=[CH:10][CH:9]=[CH:8][CH:7]=1)=[O:5].[Cl-].[NH4+]. Given the product [NH2:13][C:2]([CH3:12])([CH3:1])[CH2:3][C:4]([C:6]1[CH:11]=[CH:10][CH:9]=[CH:8][CH:7]=1)=[O:5], predict the reactants needed to synthesize it. (4) Given the product [Cl:72][C:71]1[CH:70]=[CH:69][C:65]([C:66]([N:18]2[CH:1]([C:60]3[O:61][CH:58]=[CH:57][CH:56]=3)[CH:47]([C:52]([OH:54])=[O:53])[CH2:48][C:19]2([CH2:20][C:21]2[N:25]=[CH:24][NH:23][CH:22]=2)[C:26]([OH:28])=[O:27])=[O:67])=[CH:64][CH:63]=1, predict the reactants needed to synthesize it. The reactants are: [C:1]([NH:18][C@H:19]([C:26]([OH:28])=[O:27])[CH2:20][C:21]1[N:25]=[CH:24][NH:23][CH:22]=1)(OCC1C2C(=CC=CC=2)C2C1=CC=CC=2)=O.C(N[C@H:47]([C:52]([OH:54])=[O:53])[CH2:48]C(C)C)(OCC1C2C(=CC=CC=2)C2C1=CC=CC=2)=O.S1C=[CH:58][CH:57]=[C:56]1[CH:60]=[O:61].Cl[C:63]1[CH:64]=[C:65]([CH:69]=[CH:70][C:71]=1[Cl:72])[C:66](Cl)=[O:67]. (5) Given the product [CH2:50]([O:49][C:48]1[C:47](=[O:57])[N:46]=[C:45]([CH2:58][C:59]2([C:64]3[CH:69]=[CH:68][CH:67]=[CH:66][CH:65]=3)[CH2:63][CH2:62][CH2:61][CH2:60]2)[N:44]2[CH2:71][CH2:70][N:40]([CH:36]3[CH2:39][CH2:38][CH2:37]3)[C:41](=[O:42])[C:43]=12)[C:51]1[CH:56]=[CH:55][CH:54]=[CH:53][CH:52]=1, predict the reactants needed to synthesize it. The reactants are: C(OC1C(=O)N=C(CC2(C3C=CC=CC=3)CCCC2)N2CCN(C3CC3)C(=O)C=12)C1C=CC=CC=1.[CH:36]1([N:40]([CH2:70][CH2:71]O)[C:41]([C:43]2[C:48]([O:49][CH2:50][C:51]3[CH:56]=[CH:55][CH:54]=[CH:53][CH:52]=3)=[C:47]([OH:57])[N:46]=[C:45]([CH2:58][C:59]3([C:64]4[CH:69]=[CH:68][CH:67]=[CH:66][CH:65]=4)[CH2:63][CH2:62][CH2:61][CH2:60]3)[N:44]=2)=[O:42])[CH2:39][CH2:38][CH2:37]1. (6) Given the product [CH2:3]([O:10][C:12]1[C:21]2[C:16](=[CH:17][CH:18]=[C:19]([I:22])[CH:20]=2)[N:15]=[CH:14][N:13]=1)[C:4]1[CH:9]=[CH:8][CH:7]=[CH:6][CH:5]=1, predict the reactants needed to synthesize it. The reactants are: [H-].[Na+].[CH2:3]([OH:10])[C:4]1[CH:9]=[CH:8][CH:7]=[CH:6][CH:5]=1.Cl[C:12]1[C:21]2[C:16](=[CH:17][CH:18]=[C:19]([I:22])[CH:20]=2)[N:15]=[CH:14][N:13]=1.C(Cl)Cl.